This data is from Experimentally validated miRNA-target interactions with 360,000+ pairs, plus equal number of negative samples. The task is: Binary Classification. Given a miRNA mature sequence and a target amino acid sequence, predict their likelihood of interaction. (1) The miRNA is hsa-miR-338-3p with sequence UCCAGCAUCAGUGAUUUUGUUG. The protein sequence of the target gene is MCCEKWSRVAEMFLFIEEREDCKILCLCSRAFVEDRKLYNLGLKGYYIRDSGNNSGDQATEEEEGGYSCGTAESHDSKGIGLDESELDSEAELMRSMGLPLQFGRITAHKDFEVSMNTRNKVKIKKKKHQKKYLDEIVQESWRKEYEEDDILASDDPSSIEQYENTRTYELQSKKDTETENPPVENTLSPKLEITEKWEKYWNEYGGGLLWQSWQEKHPGQALSSEPWNFPDTKEEWEQHYSQLYWYYLEQFQYWEAQGWTFDASQSCDTDTYTSKTEADDKNDEKCMKVDLVSFPSSPI.... Result: 0 (no interaction). (2) The miRNA is hsa-miR-30e-5p with sequence UGUAAACAUCCUUGACUGGAAG. Result: 1 (interaction). The protein sequence of the target gene is MHPFQWCNGCFCGLGLVSTNKSCSMPPISFQDLPLNIYMVIFGTGIFVFMLSLIFCCYFISKLRNQAQSERYGYKEVVLKGDAKKLQLYGQTCAVCLEDFKGKDELGVLPCQHAFHRKCLVKWLEVRCVCPMCNKPIASPSEATQNIGILLDELV. (3) The miRNA is mmu-miR-3086-5p with sequence UAGAUUGUAGGCCCAUUGGA. The protein sequence of the target gene is MLSSRWWPSSWGILGLGPRSPPRGSQLCALYAFTYTGADGQQVSLAEGDRFLLLRKTNSDWWLARRLEAPSTSRPIFVPAAYMIEESIPSQSPTTVIPGQLLWTPGPKLFHGSLEELSQALPSRAQASSEQPPPLPRKMCRSVSTDNLSPSLLKPFQEGPSGRSLSQEDLPSEASASTAGPQPLMSEPPVYCNLVDLRRCPRSPPPGPACPLLQRLDAWEQHLDPNSGRCFYINSLTGCKSWKPPRRSRSETNPGSMEGTQTLKRNNDVLQPQAKGFRSDTGTPEPLDPQGSLSLSQRTS.... Result: 0 (no interaction).